From a dataset of TCR-epitope binding with 47,182 pairs between 192 epitopes and 23,139 TCRs. Binary Classification. Given a T-cell receptor sequence (or CDR3 region) and an epitope sequence, predict whether binding occurs between them. The epitope is RLYYDSMSY. The TCR CDR3 sequence is CATSDLNITGTGGTGELFF. Result: 0 (the TCR does not bind to the epitope).